This data is from Forward reaction prediction with 1.9M reactions from USPTO patents (1976-2016). The task is: Predict the product of the given reaction. (1) Given the reactants [C:1]([C:3]1[CH:8]=[CH:7][C:6]([N:9]2[C:13](=[O:14])[C:12]([CH3:16])([CH3:15])[N:11]([C:17]3[CH:22]=[CH:21][C:20]([CH2:23][CH2:24][CH2:25][C:26]([NH:28][CH2:29][CH2:30][O:31][CH2:32][CH2:33][O:34][CH2:35][C:36]([O:38]CC)=[O:37])=[O:27])=[CH:19][CH:18]=3)[C:10]2=[S:41])=[CH:5][C:4]=1[C:42]([F:45])([F:44])[F:43])#[N:2].[OH-].[Na+], predict the reaction product. The product is: [C:1]([C:3]1[CH:8]=[CH:7][C:6]([N:9]2[C:13](=[O:14])[C:12]([CH3:16])([CH3:15])[N:11]([C:17]3[CH:22]=[CH:21][C:20]([CH2:23][CH2:24][CH2:25][C:26]([NH:28][CH2:29][CH2:30][O:31][CH2:32][CH2:33][O:34][CH2:35][C:36]([OH:38])=[O:37])=[O:27])=[CH:19][CH:18]=3)[C:10]2=[S:41])=[CH:5][C:4]=1[C:42]([F:43])([F:45])[F:44])#[N:2]. (2) The product is: [NH2:34]/[C:33](=[N:32]\[O:15][C:14]([C@H:11]1[CH2:12][CH2:13][C@H:9]([NH:8][C:6](=[O:7])[O:5][C:1]([CH3:4])([CH3:2])[CH3:3])[CH2:10]1)=[O:16])/[C:35]1[CH:40]=[CH:39][CH:38]=[CH:37][CH:36]=1. Given the reactants [C:1]([O:5][C:6]([NH:8][C@H:9]1[CH2:13][CH2:12][C@H:11]([C:14]([OH:16])=[O:15])[CH2:10]1)=[O:7])([CH3:4])([CH3:3])[CH3:2].C1C=CC2N(O)N=NC=2C=1.C(Cl)CCl.O[N:32]=[C:33]([C:35]1[CH:40]=[CH:39][CH:38]=[CH:37][CH:36]=1)[NH2:34], predict the reaction product. (3) Given the reactants [C:1]([C:4]1[S:5][C:6](/[CH:9]=[CH:10]\[S:11][C:12]2[C@H:13]([CH3:26])[C@@H:14]3[C@@H:21]([C@H:22]([OH:24])[CH3:23])[C:20](=[O:25])[N:15]3[C:16]=2[C:17]([O-:19])=[O:18])=[CH:7][N:8]=1)(=[O:3])[NH2:2].[Na+].[C:28]([O:34][CH2:35]I)(=[O:33])[C:29]([CH3:32])([CH3:31])[CH3:30], predict the reaction product. The product is: [C:1]([C:4]1[S:5][C:6](/[CH:9]=[CH:10]\[S:11][C:12]2[C@H:13]([CH3:26])[C@@H:14]3[C@@H:21]([C@H:22]([OH:24])[CH3:23])[C:20](=[O:25])[N:15]3[C:16]=2[C:17]([O:19][CH2:35][O:34][C:28](=[O:33])[C:29]([CH3:32])([CH3:31])[CH3:30])=[O:18])=[CH:7][N:8]=1)(=[O:3])[NH2:2]. (4) The product is: [O:12]1[CH2:17][CH2:16][CH2:15][CH2:14][CH:13]1[O:9][C:4]1[CH:5]=[CH:6][CH:7]=[CH:8][C:3]=1[C:2]([F:10])([F:11])[F:1]. Given the reactants [F:1][C:2]([F:11])([F:10])[C:3]1[CH:8]=[CH:7][CH:6]=[CH:5][C:4]=1[OH:9].[O:12]1[CH:17]=[CH:16][CH2:15][CH2:14][CH2:13]1.O.C1(C)C(S(O)(=O)=O)=CC=CC=1.C([O-])(O)=O.[Na+], predict the reaction product. (5) The product is: [F:31][C:27]1[CH:26]=[C:25]2[C:30]([C:22]([NH:21][C:15]([NH:16][CH2:17][CH:18]([CH3:20])[CH3:19])=[N:14][C:12](=[O:13])[C:11]3[CH:32]=[CH:33][CH:34]=[C:9]([OH:8])[CH:10]=3)=[N:23][NH:24]2)=[CH:29][CH:28]=1. Given the reactants C([O:8][C:9]1[CH:10]=[C:11]([CH:32]=[CH:33][CH:34]=1)[C:12](/[N:14]=[C:15](\[NH:21][C:22]1[C:30]2[C:25](=[CH:26][C:27]([F:31])=[CH:28][CH:29]=2)[NH:24][N:23]=1)/[NH:16][CH2:17][CH:18]([CH3:20])[CH3:19])=[O:13])C1C=CC=CC=1.C([O-])=O.[NH4+], predict the reaction product. (6) Given the reactants [Cl:1][C:2]1[CH:8]=[C:7]([F:9])[C:6]([CH3:10])=[CH:5][C:3]=1[NH2:4].[CH3:11][CH2:12][C:13](=[S:15])C.[CH2:16](N(CC)CC)C, predict the reaction product. The product is: [Cl:1][C:2]1[CH:8]=[C:7]([F:9])[C:6]([CH3:10])=[C:5]2[C:3]=1[NH:4][C:12]([CH3:11])=[C:13]2[S:15][CH3:16]. (7) Given the reactants C[Si](Cl)(C)C.[CH3:6][O:7][C:8](=[O:44])[C@H:9]([CH2:17][C:18]1[CH:23]=[C:22]([Cl:24])[C:21]([O:25][CH2:26][CH2:27][C:28]2[CH:33]=[CH:32][CH:31]=[C:30]([O:34][C:35]3[CH:40]=[CH:39][C:38]([O:41]C)=[CH:37][CH:36]=3)[CH:29]=2)=[C:20]([Cl:43])[CH:19]=1)[NH:10][C:11](=[O:16])[C:12]([F:15])([F:14])[F:13].[I-].[Na+].S([O-])([O-])(=O)=S.[Na+].[Na+], predict the reaction product. The product is: [CH3:6][O:7][C:8](=[O:44])[C@H:9]([CH2:17][C:18]1[CH:23]=[C:22]([Cl:24])[C:21]([O:25][CH2:26][CH2:27][C:28]2[CH:33]=[CH:32][CH:31]=[C:30]([O:34][C:35]3[CH:40]=[CH:39][C:38]([OH:41])=[CH:37][CH:36]=3)[CH:29]=2)=[C:20]([Cl:43])[CH:19]=1)[NH:10][C:11](=[O:16])[C:12]([F:15])([F:14])[F:13]. (8) Given the reactants [NH:1]1[C:9]2[C:4](=[CH:5][CH:6]=[CH:7][CH:8]=2)[CH2:3][CH2:2]1.[NH:10]1[CH:14]=[CH:13][N:12]=[C:11]1[CH:15]=O.C([BH3-])#N.[Na+].C(N(CC)CC)C, predict the reaction product. The product is: [NH:10]1[CH:14]=[CH:13][N:12]=[C:11]1[CH2:15][N:1]1[C:9]2[C:4](=[CH:5][CH:6]=[CH:7][CH:8]=2)[CH2:3][CH2:2]1. (9) Given the reactants [F:1][C:2]([F:13])([F:12])[C:3]1[C:4]([C:9]([OH:11])=[O:10])=[N:5][CH:6]=[CH:7][CH:8]=1, predict the reaction product. The product is: [F:13][C:2]([F:1])([F:12])[CH:3]1[CH2:8][CH2:7][CH2:6][NH:5][CH:4]1[C:9]([OH:11])=[O:10].